From a dataset of CYP2D6 inhibition data for predicting drug metabolism from PubChem BioAssay. Regression/Classification. Given a drug SMILES string, predict its absorption, distribution, metabolism, or excretion properties. Task type varies by dataset: regression for continuous measurements (e.g., permeability, clearance, half-life) or binary classification for categorical outcomes (e.g., BBB penetration, CYP inhibition). Dataset: cyp2d6_veith. The molecule is O=C(NNS(=O)(=O)c1ccc(Cl)cc1)c1cnn(-c2ccccc2)c1-n1cccc1. The result is 1 (inhibitor).